From a dataset of NCI-60 drug combinations with 297,098 pairs across 59 cell lines. Regression. Given two drug SMILES strings and cell line genomic features, predict the synergy score measuring deviation from expected non-interaction effect. (1) Drug 1: CC=C1C(=O)NC(C(=O)OC2CC(=O)NC(C(=O)NC(CSSCCC=C2)C(=O)N1)C(C)C)C(C)C. Drug 2: COC1=C2C(=CC3=C1OC=C3)C=CC(=O)O2. Cell line: COLO 205. Synergy scores: CSS=66.8, Synergy_ZIP=1.83, Synergy_Bliss=-2.18, Synergy_Loewe=-63.0, Synergy_HSA=-2.95. (2) Drug 1: C1CC(=O)NC(=O)C1N2CC3=C(C2=O)C=CC=C3N. Drug 2: CC1=CC=C(C=C1)C2=CC(=NN2C3=CC=C(C=C3)S(=O)(=O)N)C(F)(F)F. Cell line: SN12C. Synergy scores: CSS=6.73, Synergy_ZIP=-2.78, Synergy_Bliss=-0.546, Synergy_Loewe=0.168, Synergy_HSA=0.172.